From a dataset of Forward reaction prediction with 1.9M reactions from USPTO patents (1976-2016). Predict the product of the given reaction. The product is: [CH3:30][N:10]([CH3:9])[CH2:11][CH2:12][CH:13]([O:19][C:20]1[C:29]2[C:24](=[CH:25][CH:26]=[CH:27][CH:28]=2)[CH:23]=[CH:22][CH:21]=1)[C:14]1[S:15][CH:16]=[CH:17][CH:18]=1. Given the reactants C(O)(=O)/C=C\C(O)=O.[CH3:9][N:10]([CH3:30])[CH2:11][CH2:12][CH:13]([O:19][C:20]1[C:29]2[C:24](=[CH:25][CH:26]=[CH:27][CH:28]=2)[CH:23]=[CH:22][CH:21]=1)[C:14]1[S:15][CH:16]=[CH:17][CH:18]=1.B.CN(C)CCC(C1SC=CC=1)O, predict the reaction product.